Predict the product of the given reaction. From a dataset of Forward reaction prediction with 1.9M reactions from USPTO patents (1976-2016). (1) Given the reactants [F:1][C:2]1[CH:3]=[C:4]([CH:37]=[CH:38][CH:39]=1)[CH2:5][N:6]1[CH2:10][CH2:9][C@@H:8]([N:11]([C:19]2[CH:24]=[CH:23][C:22](/[CH:25]=[CH:26]/[C:27](=[O:36])[NH:28][O:29]C3CCCCO3)=[CH:21][N:20]=2)C(=O)OC(C)(C)C)[CH2:7]1.CO.[ClH:42], predict the reaction product. The product is: [ClH:42].[ClH:42].[F:1][C:2]1[CH:3]=[C:4]([CH:37]=[CH:38][CH:39]=1)[CH2:5][N:6]1[CH2:10][CH2:9][C@@H:8]([NH:11][C:19]2[N:20]=[CH:21][C:22](/[CH:25]=[CH:26]/[C:27]([NH:28][OH:29])=[O:36])=[CH:23][CH:24]=2)[CH2:7]1. (2) The product is: [Cl:27][C:28]1[CH:33]=[CH:32][CH:31]=[C:30]([CH:34]([CH2:35][I:25])[CH2:37][CH2:38][C:39]([F:42])([F:41])[F:40])[CH:29]=1. Given the reactants C1(P(C2C=CC=CC=2)C2C=CC=CC=2)C=CC=CC=1.N1C=CN=C1.[I:25]I.[Cl:27][C:28]1[CH:29]=[C:30]([CH:34]([CH2:37][CH2:38][C:39]([F:42])([F:41])[F:40])[CH2:35]O)[CH:31]=[CH:32][CH:33]=1, predict the reaction product. (3) The product is: [Br:9][C:5]1[N:6]=[C:7]([N:10]2[CH2:15][CH2:14][CH2:13][CH2:12][CH2:11]2)[C:2]([NH2:1])=[N:3][CH:4]=1. Given the reactants [NH2:1][C:2]1[C:7](Br)=[N:6][C:5]([Br:9])=[CH:4][N:3]=1.[NH:10]1[CH2:15][CH2:14][CH2:13][CH2:12][CH2:11]1, predict the reaction product. (4) Given the reactants [NH2:1][C:2]1[CH:7]=[CH:6][N:5]=[C:4]([Cl:8])[CH:3]=1.C(N(CC)CC)C.[C:16](Cl)(=[O:21])[C:17]([CH3:20])([CH3:19])[CH3:18].CO, predict the reaction product. The product is: [Cl:8][C:4]1[CH:3]=[C:2]([NH:1][C:16](=[O:21])[C:17]([CH3:20])([CH3:19])[CH3:18])[CH:7]=[CH:6][N:5]=1. (5) Given the reactants [CH3:1][C:2]1([CH3:20])[CH2:6][N:5]([C:7]2[CH:12]=[CH:11][C:10]([C:13]#[C:14][Si](C)(C)C)=[CH:9][N:8]=2)[C:4](=[O:19])[CH2:3]1.[F:21][C:22]1[CH:23]=[N:24][CH:25]=[C:26](I)[CH:27]=1.CCN(CC)CC.CCCC[N+](CCCC)(CCCC)CCCC.[F-].C1COCC1, predict the reaction product. The product is: [F:21][C:22]1[CH:27]=[C:26]([C:14]#[C:13][C:10]2[CH:11]=[CH:12][C:7]([N:5]3[CH2:6][C:2]([CH3:20])([CH3:1])[CH2:3][C:4]3=[O:19])=[N:8][CH:9]=2)[CH:25]=[N:24][CH:23]=1. (6) Given the reactants Br[C:2]1[C:3]2[N:4]([C:9]([C:19]3[CH:24]=[CH:23][N:22]=[C:21]([NH2:25])[N:20]=3)=[C:10]([C:12]3[CH:17]=[CH:16][CH:15]=[C:14]([CH3:18])[N:13]=3)[N:11]=2)[CH:5]=[C:6]([CH3:8])[CH:7]=1.[N:26]1[CH:31]=[CH:30][C:29]([CH2:32][CH2:33][NH2:34])=[CH:28][CH:27]=1.CC([O-])(C)C.[Na+].C1(P(C2CCCCC2)C2C=CC=CC=2C2C=CC=CC=2N(C)C)CCCCC1, predict the reaction product. The product is: [NH2:25][C:21]1[N:20]=[C:19]([C:9]2[N:4]3[CH:5]=[C:6]([CH3:8])[CH:7]=[C:2]([NH:34][CH2:33][CH2:32][C:29]4[CH:30]=[CH:31][N:26]=[CH:27][CH:28]=4)[C:3]3=[N:11][C:10]=2[C:12]2[CH:17]=[CH:16][CH:15]=[C:14]([CH3:18])[N:13]=2)[CH:24]=[CH:23][N:22]=1.